Dataset: Catalyst prediction with 721,799 reactions and 888 catalyst types from USPTO. Task: Predict which catalyst facilitates the given reaction. Reactant: [CH3:1][N:2]1[CH2:7][CH2:6][N:5]([C:8](=[O:21])[CH2:9][CH2:10][CH2:11][O:12][C:13]2[CH:14]=[C:15]([CH:18]=[CH:19][CH:20]=2)[CH:16]=O)[CH2:4][CH2:3]1.[CH:22]([C:24]1[CH:25]=C(C=C[CH:36]=1)OCCCC(O)=O)=O.CN1CCNCC1.CN(C)CCCN=C=NCC.O.O[N:57]1[C:61]2[CH:62]=[CH:63][CH:64]=[CH:65][C:60]=2[N:59]=N1. The catalyst class is: 46. Product: [C:24]([C:63]1[CH:64]=[CH:65][C:60]2[NH:59][C:16]([C:15]3[CH:14]=[C:13]([CH:20]=[CH:19][CH:18]=3)[O:12][CH2:11][CH2:10][CH2:9][C:8]([N:5]3[CH2:6][CH2:7][N:2]([CH3:1])[CH2:3][CH2:4]3)=[O:21])=[N:57][C:61]=2[CH:62]=1)([CH3:25])([CH3:36])[CH3:22].